Dataset: Catalyst prediction with 721,799 reactions and 888 catalyst types from USPTO. Task: Predict which catalyst facilitates the given reaction. (1) Reactant: ClC([O:4][C:5](Cl)(Cl)Cl)=O.Cl.[CH3:10][O:11][NH:12][CH3:13].[NH2:14][C:15]1[C:37]([Cl:38])=[CH:36][C:18]([C:19]([NH:21][CH2:22][C@@H:23]2[O:28][CH2:27][CH2:26][N:25]([CH2:29][CH:30]3[CH2:35][CH2:34][NH:33][CH2:32][CH2:31]3)[CH2:24]2)=[O:20])=[C:17]([O:39][CH2:40][CH3:41])[CH:16]=1. Product: [NH2:14][C:15]1[C:37]([Cl:38])=[CH:36][C:18]([C:19]([NH:21][CH2:22][C@@H:23]2[O:28][CH2:27][CH2:26][N:25]([CH2:29][CH:30]3[CH2:31][CH2:32][N:33]([C:5](=[O:4])[N:12]([O:11][CH3:10])[CH3:13])[CH2:34][CH2:35]3)[CH2:24]2)=[O:20])=[C:17]([O:39][CH2:40][CH3:41])[CH:16]=1. The catalyst class is: 2. (2) Reactant: FC(F)(F)C(O)=O.C(OC(O[CH:16]([C:30]1[CH:35]=[C:34]([F:36])[CH:33]=[CH:32][C:31]=1[F:37])[C:17]1[N:18]([C:22]2[CH:27]=[CH:26][C:25]([O:28][CH3:29])=[CH:24][CH:23]=2)[CH:19]=[CH:20][N:21]=1)=O)(C)(C)C.[Cl:38][C:39]1[CH:44]=[CH:43][C:42]([SH:45])=[CH:41][CH:40]=1.C(=O)([O-])[O-].[K+].[K+]. Product: [Cl:38][C:39]1[CH:44]=[CH:43][C:42]([S:45][CH:16]([C:30]2[CH:35]=[C:34]([F:36])[CH:33]=[CH:32][C:31]=2[F:37])[C:17]2[N:18]([C:22]3[CH:27]=[CH:26][C:25]([O:28][CH3:29])=[CH:24][CH:23]=3)[CH:19]=[CH:20][N:21]=2)=[CH:41][CH:40]=1. The catalyst class is: 27. (3) Reactant: [OH:1][CH2:2][C:3]1[CH:11]=[C:10]2[C:6]([C:7]([CH3:15])([CH3:14])[C:8](=[O:13])[N:9]2[CH3:12])=[CH:5][CH:4]=1. Product: [CH3:12][N:9]1[C:10]2[C:6](=[CH:5][CH:4]=[C:3]([CH:2]=[O:1])[CH:11]=2)[C:7]([CH3:14])([CH3:15])[C:8]1=[O:13]. The catalyst class is: 327. (4) Reactant: [Si]([O:18][C@@H:19]1[CH2:23][N:22]([C:24]([O:26][C:27]([CH3:30])([CH3:29])[CH3:28])=[O:25])[C@H:21]([CH2:31][O:32][CH2:33][CH2:34][O:35][CH3:36])[CH2:20]1)(C(C)(C)C)(C1C=CC=CC=1)C1C=CC=CC=1.[F-].C([N+](CCCC)(CCCC)CCCC)CCC. Product: [OH:18][C@@H:19]1[CH2:23][N:22]([C:24]([O:26][C:27]([CH3:28])([CH3:29])[CH3:30])=[O:25])[C@H:21]([CH2:31][O:32][CH2:33][CH2:34][O:35][CH3:36])[CH2:20]1. The catalyst class is: 765. (5) Reactant: [NH2:1][C:2]1[CH:7]=[CH:6][N:5]=[CH:4][C:3]=1[CH2:8][CH:9]([C:11]1[C:12](F)=[N:13][CH:14]=[CH:15][CH:16]=1)[OH:10].CC(C)([O-])C.[K+].[Na+].[Cl-].O.Cl. Product: [N:13]1[C:12]2[NH:1][C:2]3[CH:7]=[CH:6][N:5]=[CH:4][C:3]=3[CH2:8][CH:9]([OH:10])[C:11]=2[CH:16]=[CH:15][CH:14]=1. The catalyst class is: 1. (6) Reactant: Br[CH:2]([C:14]1[CH:19]=[CH:18][CH:17]=[CH:16][CH:15]=1)[C:3]([NH:5][C:6]1[CH:11]=[CH:10][CH:9]=[C:8]([CH3:12])[C:7]=1[OH:13])=[O:4].C(=O)([O-])[O-].[K+].[K+].Cl.O. Product: [CH3:12][C:8]1[C:7]2[O:13][CH:2]([C:14]3[CH:19]=[CH:18][CH:17]=[CH:16][CH:15]=3)[C:3](=[O:4])[NH:5][C:6]=2[CH:11]=[CH:10][CH:9]=1. The catalyst class is: 9.